This data is from Forward reaction prediction with 1.9M reactions from USPTO patents (1976-2016). The task is: Predict the product of the given reaction. (1) Given the reactants [CH:1]1([N:4]2[C:8]([C:9]3[S:19][C:12]4[N:13]=[CH:14][N:15]=[C:16](SC)[C:11]=4[CH:10]=3)=[C:7]([C:20]3[CH:25]=[CH:24][CH:23]=[CH:22][CH:21]=3)[N:6]=[CH:5]2)[CH2:3][CH2:2]1.[NH3:26].[NH4+].[Cl-], predict the reaction product. The product is: [CH:1]1([N:4]2[C:8]([C:9]3[S:19][C:12]4[N:13]=[CH:14][N:15]=[C:16]([NH2:26])[C:11]=4[CH:10]=3)=[C:7]([C:20]3[CH:21]=[CH:22][CH:23]=[CH:24][CH:25]=3)[N:6]=[CH:5]2)[CH2:3][CH2:2]1. (2) Given the reactants [OH:1][C:2]1[CH:3]=[C:4]([CH2:8][C:9]([OH:11])=[O:10])[CH:5]=[CH:6][CH:7]=1.[CH3:12]OC(OC)OC, predict the reaction product. The product is: [CH3:12][O:10][C:9](=[O:11])[CH2:8][C:4]1[CH:5]=[CH:6][CH:7]=[C:2]([OH:1])[CH:3]=1. (3) Given the reactants [I:1][C:2]1[CH:3]=[C:4]([CH:15]=[C:16]([O:20][CH3:21])[C:17]=1[O:18][CH3:19])[CH2:5][CH:6]([C:12](=O)[CH3:13])[C:7](OCC)=[O:8].C(=O)(O)O.[NH2:26][C:27]([NH2:29])=[NH:28], predict the reaction product. The product is: [NH2:29][C:27]1[N:28]=[C:7]([OH:8])[C:6]([CH2:5][C:4]2[CH:15]=[C:16]([O:20][CH3:21])[C:17]([O:18][CH3:19])=[C:2]([I:1])[CH:3]=2)=[C:12]([CH3:13])[N:26]=1.